From a dataset of Hepatocyte clearance measurements from AstraZeneca. Regression/Classification. Given a drug SMILES string, predict its absorption, distribution, metabolism, or excretion properties. Task type varies by dataset: regression for continuous measurements (e.g., permeability, clearance, half-life) or binary classification for categorical outcomes (e.g., BBB penetration, CYP inhibition). For this dataset (clearance_hepatocyte_az), we predict log10(clearance) (log10 of the in vitro intrinsic clearance, CLint, in uL/min per 10^6 hepatocytes; values are censored to the assay range of 3 to 150, which is 0.477 to 2.18 on this log10 scale). (1) The compound is O=c1[nH]c2c(O)ccc([C@@H](O)CNCCSCCCNCCc3cccc(Cl)c3)c2s1. The log10(clearance) is 0.480. (2) The molecule is Cc1nc(Nc2ncc(C(=O)Nc3c(C)cccc3Cl)s2)cc(N2CCN(CCO)CC2)n1. The log10(clearance) is 1.45. (3) The compound is CN(C)S(=O)(=O)NC(=O)CCCc1c(-c2ccc(F)cc2)[nH]c2ccc(C#N)cc12. The log10(clearance) is 0.480. (4) The drug is CC(C)NCC(O)COc1ccc(CCOCC2CC2)cc1. The log10(clearance) is 0.480. (5) The log10(clearance) is 2.09. The compound is Nc1ccc(-c2ccccc2Cl)cc1. (6) The compound is CCc1cc2c(cc1N1CCC(N3CCOCC3)CC1)C(C)(C)c1[nH]c3cc(C#N)ccc3c1C2=O. The log10(clearance) is 0.700. (7) The drug is C[C@H]1CN(Cc2cc(Cl)ccc2CCC(=O)O)CCN1C(=O)Cc1ccccc1. The log10(clearance) is 0.480. (8) The molecule is OB1c2ccccc2N=C(S)N1c1cccnc1. The log10(clearance) is 0.480. (9) The compound is Cc1nn(-c2ccccc2)c(NS(=O)(=O)c2cccc(CN3CCOCC3)c2)c1C(=O)N[C@@H](C)C(C)(C)C. The log10(clearance) is 1.00. (10) The drug is O=C(NCC12CC3CC(CC(C3)C1)C2)c1c(Cl)ccc2nc(N3CCC[C@H](NCCc4nnn[nH]4)C3)ccc12. The log10(clearance) is 1.11.